Dataset: NCI-60 drug combinations with 297,098 pairs across 59 cell lines. Task: Regression. Given two drug SMILES strings and cell line genomic features, predict the synergy score measuring deviation from expected non-interaction effect. (1) Drug 1: C1CCN(CC1)CCOC2=CC=C(C=C2)C(=O)C3=C(SC4=C3C=CC(=C4)O)C5=CC=C(C=C5)O. Drug 2: C1=NNC2=C1C(=O)NC=N2. Cell line: OVCAR-5. Synergy scores: CSS=0.501, Synergy_ZIP=3.07, Synergy_Bliss=6.53, Synergy_Loewe=0.954, Synergy_HSA=2.29. (2) Drug 1: CC1C(C(CC(O1)OC2CC(OC(C2O)C)OC3=CC4=CC5=C(C(=O)C(C(C5)C(C(=O)C(C(C)O)O)OC)OC6CC(C(C(O6)C)O)OC7CC(C(C(O7)C)O)OC8CC(C(C(O8)C)O)(C)O)C(=C4C(=C3C)O)O)O)O. Drug 2: COC1=NC(=NC2=C1N=CN2C3C(C(C(O3)CO)O)O)N. Cell line: MDA-MB-435. Synergy scores: CSS=5.59, Synergy_ZIP=0.0910, Synergy_Bliss=-0.0794, Synergy_Loewe=-51.9, Synergy_HSA=-1.65.